Predict which catalyst facilitates the given reaction. From a dataset of Catalyst prediction with 721,799 reactions and 888 catalyst types from USPTO. Reactant: [CH2:1]([C:5]1[N:6]([CH2:14][C:15]2[CH:20]=[CH:19][C:18]([C:21]3[C:22]([C:27]#[N:28])=[CH:23][CH:24]=[CH:25][CH:26]=3)=[CH:17][CH:16]=2)[C:7](=[O:13])[CH:8]=[C:9]([CH2:11][CH3:12])[N:10]=1)[CH2:2][CH2:3][CH3:4].[Br:29]Br. Product: [Br:29][C:8]1[C:7](=[O:13])[N:6]([CH2:14][C:15]2[CH:16]=[CH:17][C:18]([C:21]3[C:22]([C:27]#[N:28])=[CH:23][CH:24]=[CH:25][CH:26]=3)=[CH:19][CH:20]=2)[C:5]([CH2:1][CH2:2][CH2:3][CH3:4])=[N:10][C:9]=1[CH2:11][CH3:12]. The catalyst class is: 342.